From a dataset of Reaction yield outcomes from USPTO patents with 853,638 reactions. Predict the reaction yield, written as a fraction of the theoretical maximum amount of product (1.0 means a 100% yield; for example, 0.34 means a 34% yield). (1) The reactants are Cl[C:2]1[C:7]([C:8]([F:11])([F:10])[F:9])=[CH:6][CH:5]=[CH:4][N:3]=1.[CH3:12][O:13][C:14]1[CH:21]=[CH:20][C:17]([CH2:18][NH2:19])=[CH:16][CH:15]=1.CCN(C(C)C)C(C)C. The catalyst is C(O)CCC. The product is [CH3:12][O:13][C:14]1[CH:21]=[CH:20][C:17]([CH2:18][NH:19][C:2]2[C:7]([C:8]([F:11])([F:10])[F:9])=[CH:6][CH:5]=[CH:4][N:3]=2)=[CH:16][CH:15]=1. The yield is 0.830. (2) The reactants are [S:1]1[CH:5]=[CH:4][C:3]([C:6]2[CH:7]=[C:8]([C:16]3[N:20]=[N:19][NH:18][C:17]=3[C:21]#[N:22])[CH:9]=[C:10]([C:12]([F:15])([F:14])[F:13])[CH:11]=2)=[CH:2]1.[H-].[Na+].[C:25]([O:28][CH2:29]Cl)(=[O:27])[CH3:26].O. The product is [C:21]([C:17]1[C:16]([C:8]2[CH:9]=[C:10]([C:12]([F:15])([F:14])[F:13])[CH:11]=[C:6]([C:3]3[CH:4]=[CH:5][S:1][CH:2]=3)[CH:7]=2)=[N:20][N:19]([CH2:29][O:28][C:25](=[O:27])[CH3:26])[N:18]=1)#[N:22]. The yield is 0.410. The catalyst is CN(C=O)C. (3) The reactants are [CH2:1]([CH:9]([CH2:15][CH2:16][CH2:17][CH2:18][CH2:19][CH2:20][CH2:21][CH3:22])[C:10]([O:12][CH2:13]Cl)=[O:11])[CH2:2][CH2:3][CH2:4][CH2:5][CH2:6][CH2:7][CH3:8].[I-:23].[Na+]. The catalyst is C(#N)C. The product is [CH2:1]([CH:9]([CH2:15][CH2:16][CH2:17][CH2:18][CH2:19][CH2:20][CH2:21][CH3:22])[C:10]([O:12][CH2:13][I:23])=[O:11])[CH2:2][CH2:3][CH2:4][CH2:5][CH2:6][CH2:7][CH3:8]. The yield is 0.880. (4) The reactants are [CH3:1][O:2][C:3]1[CH:4]=[C:5]2[C:10](=[CH:11][C:12]=1[O:13][CH3:14])[N:9]=[CH:8][N:7]=[C:6]2[CH:15]1[CH2:20][CH2:19][NH:18][CH2:17][CH2:16]1.[CH3:21][N:22]([CH3:32])[C:23]1[CH:28]=[CH:27][C:26]([N:29]=[C:30]=[O:31])=[CH:25][CH:24]=1. The catalyst is CN(C=O)C. The product is [CH3:21][N:22]([CH3:32])[C:23]1[CH:28]=[CH:27][C:26]([NH:29][C:30]([N:18]2[CH2:19][CH2:20][CH:15]([C:6]3[C:5]4[C:10](=[CH:11][C:12]([O:13][CH3:14])=[C:3]([O:2][CH3:1])[CH:4]=4)[N:9]=[CH:8][N:7]=3)[CH2:16][CH2:17]2)=[O:31])=[CH:25][CH:24]=1. The yield is 0.440. (5) The yield is 0.880. The product is [F:24][C:21]1[CH:20]=[CH:19][C:18]([C:17]2[N:16]=[N:15][N:14]([CH3:25])[C:13]=2/[CH:11]=[CH:10]/[C:8]2[S:9][C:5]([C:3]([OH:4])=[O:2])=[C:6]([CH3:26])[N:7]=2)=[CH:23][CH:22]=1. The catalyst is S(=O)(=O)(O)O. The reactants are C[O:2][C:3]([C:5]1[S:9][C:8]([CH2:10][CH:11]([C:13]2[N:14]([CH3:25])[N:15]=[N:16][C:17]=2[C:18]2[CH:23]=[CH:22][C:21]([F:24])=[CH:20][CH:19]=2)O)=[N:7][C:6]=1[CH3:26])=[O:4]. (6) The reactants are [Cl-].[O:2]1[C:7]2[CH:8]=[CH:9][C:10]([NH2+:12][C:13]3[O:14][C:15]([C:18]4[CH:23]=[CH:22][CH:21]=[CH:20][C:19]=4[OH:24])=[CH:16][N:17]=3)=[CH:11][C:6]=2[O:5][CH2:4][CH2:3]1.Br.Br[CH2:27][C:28]1[CH:33]=[CH:32][N:31]=[CH:30][CH:29]=1.C([O-])([O-])=O.[K+].[K+]. The catalyst is CN(C=O)C. The product is [O:2]1[C:7]2[CH:8]=[CH:9][C:10]([NH:12][C:13]3[O:14][C:15]([C:18]4[CH:23]=[CH:22][CH:21]=[CH:20][C:19]=4[O:24][CH2:27][C:28]4[CH:33]=[CH:32][N:31]=[CH:30][CH:29]=4)=[CH:16][N:17]=3)=[CH:11][C:6]=2[O:5][CH2:4][CH2:3]1. The yield is 0.460. (7) The reactants are [F:1][C:2]1[CH:3]=[C:4]([NH:10][C:11]2[C:16]([C:17]3[N:22]=[C:21]([CH3:23])[N:20]=[C:19]([N:24](CC4C=CC(OC)=CC=4)CC4C=CC(OC)=CC=4)[N:18]=3)=[CH:15][C:14]([C:43]([N:46]3[CH2:51][CH2:50][O:49][CH2:48][CH2:47]3)([CH3:45])[CH3:44])=[CH:13][N:12]=2)[CH:5]=[N:6][C:7]=1[O:8][CH3:9].FC(F)(F)S(O)(=O)=O.[OH-].[Na+]. The catalyst is C(O)(C(F)(F)F)=O. The product is [F:1][C:2]1[CH:3]=[C:4]([NH:10][C:11]2[C:16]([C:17]3[N:22]=[C:21]([CH3:23])[N:20]=[C:19]([NH2:24])[N:18]=3)=[CH:15][C:14]([C:43]([N:46]3[CH2:51][CH2:50][O:49][CH2:48][CH2:47]3)([CH3:45])[CH3:44])=[CH:13][N:12]=2)[CH:5]=[N:6][C:7]=1[O:8][CH3:9]. The yield is 0.291. (8) The reactants are [O-:1][N+:2]1[C:7]2[CH:8]=[CH:9][CH:10]=[CH:11][C:6]=2[N:5]=[C:4]([NH:12][C:13]2[CH:18]=[CH:17][C:16]([CH2:19][C:20](O)=[O:21])=[CH:15][CH:14]=2)[N:3]=1.C1N=CN(C(N2C=NC=C2)=O)C=1.[CH3:35][O:36][CH2:37][CH2:38][NH2:39]. The catalyst is CN(C=O)C. The product is [O-:1][N+:2]1[C:7]2[CH:8]=[CH:9][CH:10]=[CH:11][C:6]=2[N:5]=[C:4]([NH:12][C:13]2[CH:14]=[CH:15][C:16]([CH2:19][C:20]([NH:39][CH2:38][CH2:37][O:36][CH3:35])=[O:21])=[CH:17][CH:18]=2)[N:3]=1. The yield is 0.780. (9) The reactants are [BH4-].[Na+].[Cl:3][C:4]1[CH:5]=[C:6]([C:10]2[C:19]3[C:14](=[CH:15][CH:16]=[C:17]([C:20]([C:28]4[CH:33]=[CH:32][C:31]([O:34][CH3:35])=[CH:30][CH:29]=4)([C:22]4[N:26]([CH3:27])[CH:25]=[N:24][CH:23]=4)[OH:21])[CH:18]=3)[N:13]3[N:36]=[N:37][N:38]=[C:12]3[N:11]=2)[CH:7]=[CH:8][CH:9]=1.C(Cl)Cl. The catalyst is CO. The product is [Cl:3][C:4]1[CH:5]=[C:6]([CH:10]2[C:19]3[C:14](=[CH:15][CH:16]=[C:17]([C:20]([C:28]4[CH:33]=[CH:32][C:31]([O:34][CH3:35])=[CH:30][CH:29]=4)([C:22]4[N:26]([CH3:27])[CH:25]=[N:24][CH:23]=4)[OH:21])[CH:18]=3)[N:13]3[N:36]=[N:37][N:38]=[C:12]3[NH:11]2)[CH:7]=[CH:8][CH:9]=1. The yield is 0.670.